Predict the reactants needed to synthesize the given product. From a dataset of Full USPTO retrosynthesis dataset with 1.9M reactions from patents (1976-2016). (1) Given the product [CH2:8]([O:15][C:16]1[CH:21]=[C:20](/[CH:2]=[CH:1]/[N:3]2[CH:7]=[N:6][CH:5]=[N:4]2)[CH:19]=[CH:18][C:17]=1[N:23]1[S:27](=[O:29])(=[O:28])[NH:26][C:25](=[O:30])[CH2:24]1)[C:9]1[CH:10]=[CH:11][CH:12]=[CH:13][CH:14]=1, predict the reactants needed to synthesize it. The reactants are: [CH:1]([N:3]1[CH:7]=[N:6][CH:5]=[N:4]1)=[CH2:2].[CH2:8]([O:15][C:16]1[CH:21]=[C:20](I)[CH:19]=[CH:18][C:17]=1[N:23]1[S:27](=[O:29])(=[O:28])[NH:26][C:25](=[O:30])[CH2:24]1)[C:9]1[CH:14]=[CH:13][CH:12]=[CH:11][CH:10]=1.C(N(CC)CC)C. (2) Given the product [Cl:3][C:14]1[CH:13]=[CH:12][N:11]=[C:10]2[NH:6][CH:7]=[CH:8][C:9]=12, predict the reactants needed to synthesize it. The reactants are: O=P(Cl)(Cl)[Cl:3].[NH:6]1[C:10]2=[N+:11]([O-])[CH:12]=[CH:13][CH:14]=[C:9]2[CH:8]=[CH:7]1.C([O-])([O-])=O.[Na+].[Na+]. (3) Given the product [CH3:2][O:3][C:4]([C@@H:6]1[CH2:12][CH2:11][CH2:10][CH2:9][CH2:8][C@@H:7]1[NH:13][CH2:24][C:23]1[CH:26]=[CH:27][C:20]([F:19])=[CH:21][CH:22]=1)=[O:5], predict the reactants needed to synthesize it. The reactants are: Cl.[CH3:2][O:3][C:4]([C@@H:6]1[CH2:12][CH2:11][CH2:10][CH2:9][CH2:8][C@@H:7]1[NH2:13])=[O:5].C([O-])(=O)C.[Na+].[F:19][C:20]1[CH:27]=[CH:26][C:23]([CH:24]=O)=[CH:22][CH:21]=1.C([BH3-])#N.[Na+].C(=O)(O)[O-].[Na+]. (4) Given the product [C:5]1([C@@H:11]2[CH2:16][CH2:15][C@H:14]([NH2:4])[CH2:13][CH2:12]2)[CH:10]=[CH:9][CH:8]=[CH:7][CH:6]=1, predict the reactants needed to synthesize it. The reactants are: C([O-])=O.[NH4+:4].[C:5]1([CH:11]2[CH2:16][CH2:15][C:14](=O)[CH2:13][CH2:12]2)[CH:10]=[CH:9][CH:8]=[CH:7][CH:6]=1.C(O)(=O)C. (5) Given the product [C:1]([O:5][C:6]([N:8]1[CH2:17][CH2:16][C:15]2[N:14]([CH2:31][C:30]3[CH:33]=[CH:34][C:27]([O:26][CH3:25])=[CH:28][C:29]=3[CH3:35])[N:13]=[C:12]([C:18]3[CH:23]=[CH:22][C:21]([Cl:24])=[CH:20][CH:19]=3)[C:11]=2[CH2:10][CH2:9]1)=[O:7])([CH3:4])([CH3:2])[CH3:3], predict the reactants needed to synthesize it. The reactants are: [C:1]([O:5][C:6]([N:8]1[CH2:17][CH2:16][C:15]2[NH:14][N:13]=[C:12]([C:18]3[CH:23]=[CH:22][C:21]([Cl:24])=[CH:20][CH:19]=3)[C:11]=2[CH2:10][CH2:9]1)=[O:7])([CH3:4])([CH3:3])[CH3:2].[CH3:25][O:26][C:27]1[CH:34]=[CH:33][C:30]([CH2:31]Cl)=[C:29]([CH3:35])[CH:28]=1.C(C=P(CCCC)(CCCC)CCCC)#N. (6) Given the product [CH3:25][C:20]1([CH3:26])[C:21]([CH3:24])([CH3:23])[O:22][B:18]([C:2]2[CH:10]=[CH:9][CH:8]=[C:7]3[C:3]=2[CH2:4][N:5]([C:11]([O:13][C:14]([CH3:17])([CH3:16])[CH3:15])=[O:12])[CH2:6]3)[O:19]1, predict the reactants needed to synthesize it. The reactants are: Br[C:2]1[CH:10]=[CH:9][CH:8]=[C:7]2[C:3]=1[CH2:4][N:5]([C:11]([O:13][C:14]([CH3:17])([CH3:16])[CH3:15])=[O:12])[CH2:6]2.[B:18]1([B:18]2[O:22][C:21]([CH3:24])([CH3:23])[C:20]([CH3:26])([CH3:25])[O:19]2)[O:22][C:21]([CH3:24])([CH3:23])[C:20]([CH3:26])([CH3:25])[O:19]1.C([O-])(=O)C.[K+].